This data is from Reaction yield outcomes from USPTO patents with 853,638 reactions. The task is: Predict the reaction yield, written as a fraction of the theoretical maximum amount of product (1.0 means a 100% yield; for example, 0.34 means a 34% yield). (1) The reactants are [CH:1]1([N:4]2[C:8]3[C:9]([O:29][C@@H:30]([C@H:32]4[CH2:36][NH:35][C:34](=[O:37])[CH2:33]4)[CH3:31])=[N:10][C:11]([C:13]4[CH:18]=[CH:17][C:16](C5CCN(C6COC6)CC5)=[CH:15][CH:14]=4)=[CH:12][C:7]=3[N:6]=[CH:5]2)[CH2:3][CH2:2]1.CC1(C)C(C)(C)OB(C2C=CC([N:52]3[CH2:57][CH:56]4[CH2:58][CH:54]([N:55]4[C:59]([O:61][C:62]([CH3:65])([CH3:64])[CH3:63])=[O:60])[CH2:53]3)=CC=2)O1. The catalyst is COCCOC.C([O-])([O-])=O.[Na+].[Na+].C1C=CC([P]([Pd]([P](C2C=CC=CC=2)(C2C=CC=CC=2)C2C=CC=CC=2)([P](C2C=CC=CC=2)(C2C=CC=CC=2)C2C=CC=CC=2)[P](C2C=CC=CC=2)(C2C=CC=CC=2)C2C=CC=CC=2)(C2C=CC=CC=2)C2C=CC=CC=2)=CC=1. The product is [CH:1]1([N:4]2[C:8]3[C:9]([O:29][C@@H:30]([C@@H:32]4[CH2:33][C:34](=[O:37])[NH:35][CH2:36]4)[CH3:31])=[N:10][C:11]([C:13]4[CH:14]=[CH:15][C:16]([N:52]5[CH2:53][CH:54]6[CH2:58][CH:56]([N:55]6[C:59]([O:61][C:62]([CH3:65])([CH3:64])[CH3:63])=[O:60])[CH2:57]5)=[CH:17][CH:18]=4)=[CH:12][C:7]=3[N:6]=[CH:5]2)[CH2:3][CH2:2]1. The yield is 0.590. (2) The reactants are [C:1]([O:5][C:6](=[O:27])[C:7]1[CH:12]=[CH:11][C:10]([CH2:13][N:14]2[CH:23]=[C:22]([CH3:24])[C:21]3[C:16](=[CH:17][C:18](Br)=[CH:19][CH:20]=3)[C:15]2=[O:26])=[CH:9][CH:8]=1)([CH3:4])([CH3:3])[CH3:2].[C:28]1([CH2:34][C:35]#[CH:36])[CH:33]=[CH:32][CH:31]=[CH:30][CH:29]=1.C(N(CC)CC)C. The catalyst is CN(C)C=O.C(OCC)(=O)C.[Cu]I.C1C=CC([P]([Pd]([P](C2C=CC=CC=2)(C2C=CC=CC=2)C2C=CC=CC=2)([P](C2C=CC=CC=2)(C2C=CC=CC=2)C2C=CC=CC=2)[P](C2C=CC=CC=2)(C2C=CC=CC=2)C2C=CC=CC=2)(C2C=CC=CC=2)C2C=CC=CC=2)=CC=1. The product is [C:1]([O:5][C:6](=[O:27])[C:7]1[CH:12]=[CH:11][C:10]([CH2:13][N:14]2[CH:23]=[C:22]([CH3:24])[C:21]3[C:16](=[CH:17][C:18]([C:36]#[C:35][CH2:34][C:28]4[CH:33]=[CH:32][CH:31]=[CH:30][CH:29]=4)=[CH:19][CH:20]=3)[C:15]2=[O:26])=[CH:9][CH:8]=1)([CH3:4])([CH3:3])[CH3:2]. The yield is 0.868. (3) The yield is 0.600. The reactants are [Si:1]([O:8][CH2:9][CH2:10][N:11]([C:29]1[CH:38]=[CH:37][C:32]([C:33]([O:35]C)=[O:34])=[CH:31][C:30]=1[Cl:39])[C:12]([C:14]1[S:28][C:17]2[C:18]3[C:26]([CH3:27])=[CH:25][CH:24]=[CH:23][C:19]=3[O:20][CH2:21][CH2:22][C:16]=2[CH:15]=1)=[O:13])([C:4]([CH3:7])([CH3:6])[CH3:5])([CH3:3])[CH3:2].O1CCCC1.O.O.[OH-].[Li+]. The product is [Si:1]([O:8][CH2:9][CH2:10][N:11]([C:29]1[CH:38]=[CH:37][C:32]([C:33]([OH:35])=[O:34])=[CH:31][C:30]=1[Cl:39])[C:12]([C:14]1[S:28][C:17]2[C:18]3[C:26]([CH3:27])=[CH:25][CH:24]=[CH:23][C:19]=3[O:20][CH2:21][CH2:22][C:16]=2[CH:15]=1)=[O:13])([C:4]([CH3:7])([CH3:5])[CH3:6])([CH3:2])[CH3:3]. No catalyst specified. (4) The reactants are [CH2:1]([O:5][C:6]1[N:14]=[C:13]2[C:9]([NH:10][C:11](=[O:28])[N:12]2[CH2:15][CH2:16][O:17][C:18]2[CH:23]=[CH:22][CH:21]=[C:20]([C:24]([O:26]C)=[O:25])[CH:19]=2)=[C:8]([NH2:29])[N:7]=1)[CH2:2][CH2:3][CH3:4].CO.[OH-].[K+].Cl. The catalyst is O. The product is [CH2:1]([O:5][C:6]1[N:14]=[C:13]2[C:9]([NH:10][C:11](=[O:28])[N:12]2[CH2:15][CH2:16][O:17][C:18]2[CH:23]=[CH:22][CH:21]=[C:20]([C:24]([OH:26])=[O:25])[CH:19]=2)=[C:8]([NH2:29])[N:7]=1)[CH2:2][CH2:3][CH3:4]. The yield is 1.00. (5) The reactants are O=[C:2]([CH3:11])[CH2:3][CH:4]1[CH2:9][CH2:8][CH2:7][CH2:6][C:5]1=O.[NH2:12][C:13]1[CH:21]=[CH:20][C:16]([C:17]([OH:19])=[O:18])=[CH:15][CH:14]=1. No catalyst specified. The product is [CH3:11][CH:2]1[CH2:3][CH:4]2[CH:5]([CH2:6][CH2:7][CH2:8][CH2:9]2)[N:12]1[C:13]1[CH:21]=[CH:20][C:16]([C:17]([OH:19])=[O:18])=[CH:15][CH:14]=1. The yield is 0.650. (6) The reactants are [C:1]([N:8]1[CH2:16][CH2:15][CH:11]([C:12](O)=[O:13])[CH2:10][CH2:9]1)([O:3][C:4]([CH3:7])([CH3:6])[CH3:5])=[O:2].B.C1COCC1. The catalyst is C1COCC1. The product is [C:1]([N:8]1[CH2:16][CH2:15][CH:11]([CH2:12][OH:13])[CH2:10][CH2:9]1)([O:3][C:4]([CH3:7])([CH3:6])[CH3:5])=[O:2]. The yield is 0.850. (7) The reactants are I[C:2]1[CH:7]=[CH:6][CH:5]=[C:4]([O:8][C:9]([F:12])([F:11])[F:10])[CH:3]=1.[CH2:13]([OH:16])[C:14]#[CH:15].N1CCOCC1. The catalyst is C1(C)C=CC=CC=1.Cl[Pd](Cl)([P](C1C=CC=CC=1)(C1C=CC=CC=1)C1C=CC=CC=1)[P](C1C=CC=CC=1)(C1C=CC=CC=1)C1C=CC=CC=1. The product is [F:10][C:9]([F:12])([F:11])[O:8][C:4]1[CH:3]=[C:2]([C:15]#[C:14][CH2:13][OH:16])[CH:7]=[CH:6][CH:5]=1. The yield is 0.802. (8) The reactants are FC(F)(F)C(O)=O.FC(F)(F)C(O)=O.FC(F)(F)C(O)=O.[NH:22]1[CH2:25][CH:24]([C:26]2[C:27]([C:32]3[CH:41]=[CH:40][C:35]([C:36]([NH:38][CH3:39])=[O:37])=[C:34]([F:42])[CH:33]=3)=[N:28][CH:29]=[CH:30][N:31]=2)[CH2:23]1.C(=O)([O-])[O-].[K+].[K+].FC(F)(F)S(O[C:55]1[CH:64]=[CH:63][C:62]2[C:57](=[CH:58][C:59]([F:65])=[CH:60][CH:61]=2)[N:56]=1)(=O)=O.N1CCC1. The catalyst is O.CS(C)=O. The product is [F:42][C:34]1[CH:33]=[C:32]([C:27]2[C:26]([CH:24]3[CH2:23][N:22]([C:55]4[CH:64]=[CH:63][C:62]5[C:57](=[CH:58][C:59]([F:65])=[CH:60][CH:61]=5)[N:56]=4)[CH2:25]3)=[N:31][CH:30]=[CH:29][N:28]=2)[CH:41]=[CH:40][C:35]=1[C:36]([NH:38][CH3:39])=[O:37]. The yield is 0.780. (9) The reactants are [Br:1][C:2]1[C:3]([OH:16])=[C:4]2[C:9](=[CH:10][CH:11]=1)[N:8]([C:12](=[O:14])[CH3:13])[C@@H:7]([CH3:15])[CH2:6][CH2:5]2.Br[CH:18]1[CH2:20][CH2:19]1.[I-].[Na+].C(=O)([O-])[O-].[Cs+].[Cs+]. The catalyst is CN(C=O)C.C(OCC)(=O)C. The product is [Br:1][C:2]1[C:3]([O:16][CH:18]2[CH2:20][CH2:19]2)=[C:4]2[C:9](=[CH:10][CH:11]=1)[N:8]([C:12](=[O:14])[CH3:13])[C@@H:7]([CH3:15])[CH2:6][CH2:5]2. The yield is 1.00.